This data is from Catalyst prediction with 721,799 reactions and 888 catalyst types from USPTO. The task is: Predict which catalyst facilitates the given reaction. (1) Reactant: [Mg].II.[F:4][C:5]1[CH:6]=[C:7](Br)[CH:8]=[CH:9][CH:10]=1.C([O:14][CH2:15][CH3:16])=O.[Cl-].[NH4+]. Product: [F:4][C:5]1[CH:6]=[C:7]([CH:8]=[CH:9][CH:10]=1)[CH:15]([OH:14])[C:16]1[CH:8]=[CH:9][CH:10]=[C:5]([F:4])[CH:6]=1. The catalyst class is: 20. (2) Reactant: Cl.FC1C=C(C=CC=1)CN1C=C(C2C3C(=NC=C(C4C=CC(C5CCNCC5)=CC=4)C=3)N(S(C3C=CC(C)=CC=3)(=O)=O)C=2)C=N1.[CH2:46]([N:54]1[CH:58]=[C:57]([C:59]2[C:67]3[C:62](=[N:63][CH:64]=[C:65]([C:68]4[CH:69]=[CH:70][C:71]([N:74]5[CH2:79][CH2:78][N:77]([CH2:80][C@@H:81]([OH:83])[CH3:82])[CH2:76][CH2:75]5)=[N:72][CH:73]=4)[CH:66]=3)[N:61](S(C3C=CC(C)=CC=3)(=O)=O)[CH:60]=2)[CH:56]=[N:55]1)[CH2:47][C:48]1[CH:53]=[CH:52][CH:51]=[CH:50][CH:49]=1.[OH-].[Li+]. Product: [CH2:46]([N:54]1[CH:58]=[C:57]([C:59]2[C:67]3[C:62](=[N:63][CH:64]=[C:65]([C:68]4[CH:69]=[CH:70][C:71]([N:74]5[CH2:79][CH2:78][N:77]([CH2:80][C@@H:81]([OH:83])[CH3:82])[CH2:76][CH2:75]5)=[N:72][CH:73]=4)[CH:66]=3)[NH:61][CH:60]=2)[CH:56]=[N:55]1)[CH2:47][C:48]1[CH:53]=[CH:52][CH:51]=[CH:50][CH:49]=1. The catalyst class is: 87. (3) Reactant: COC(=O)[C@@H]([O:6][C:7](=[O:26])[CH2:8][N:9]1[C:14]2[CH:15]=[CH:16][CH:17]=[C:18]([CH:19]([CH3:21])[CH3:20])[C:13]=2[O:12][C@H:11]([CH:22]([CH3:24])[CH3:23])[C:10]1=[S:25])C.[OH-].[Na+].O.Cl. Product: [CH:22]([C@@H:11]1[C:10](=[S:25])[N:9]([CH2:8][C:7]([OH:26])=[O:6])[C:14]2[CH:15]=[CH:16][CH:17]=[C:18]([CH:19]([CH3:21])[CH3:20])[C:13]=2[O:12]1)([CH3:24])[CH3:23]. The catalyst class is: 71. (4) Reactant: [C:1]([C:3]1[CH:18]=[CH:17][C:6]([C:7]([NH:9][CH:10]2[CH2:16][CH2:15][CH2:14][CH2:13][CH2:12][CH2:11]2)=[O:8])=[CH:5][C:4]=1[F:19])#[N:2].CC1C=C2N=C3C(=NC(NC3=O)=O)N(C[C@H](O)[C@H](O)[C@H](O)CO)C2=CC=1C.C(O)C.[H][H]. Product: [NH2:2][CH2:1][C:3]1[CH:18]=[CH:17][C:6]([C:7]([NH:9][CH:10]2[CH2:16][CH2:15][CH2:14][CH2:13][CH2:12][CH2:11]2)=[O:8])=[CH:5][C:4]=1[F:19]. The catalyst class is: 86. (5) The catalyst class is: 10. Product: [Br:1][C:2]1[CH:7]=[C:6]([Br:8])[CH:5]=[CH:4][C:3]=1[NH:9][C:10]([N:16]1[CH2:17][CH:14]([OH:13])[CH2:15]1)=[S:11]. Reactant: [Br:1][C:2]1[CH:7]=[C:6]([Br:8])[CH:5]=[CH:4][C:3]=1[N:9]=[C:10]=[S:11].Cl.[OH:13][CH:14]1[CH2:17][NH:16][CH2:15]1.C(N(CC)CC)C. (6) Reactant: [NH2:1][C:2]1[O:15][C:14]2[C:13]3[C:8](=[CH:9][CH:10]=[CH:11][CH:12]=3)[C:7](Cl)=[N:6][C:5]=2[CH:4]([C:17]2[CH:22]=[C:21]([O:23][CH3:24])[C:20]([O:25][CH3:26])=[C:19]([Br:27])[CH:18]=2)[C:3]=1[C:28]#[N:29].[CH2:30]([N:32](CC)CC)C.CN. Product: [NH2:1][C:2]1[O:15][C:14]2[C:13]3[C:8](=[CH:9][CH:10]=[CH:11][CH:12]=3)[C:7]([NH:32][CH3:30])=[N:6][C:5]=2[CH:4]([C:17]2[CH:22]=[C:21]([O:23][CH3:24])[C:20]([O:25][CH3:26])=[C:19]([Br:27])[CH:18]=2)[C:3]=1[C:28]#[N:29]. The catalyst class is: 179. (7) Reactant: [O:1]1[C:5]2([CH2:10][CH2:9][CH:8]([N:11]3[C:16](=[O:17])[C:15]([CH2:18][C:19]4[CH:24]=[CH:23][C:22]([C:25]5[C:26]([C:31]#[N:32])=[CH:27][CH:28]=[CH:29][CH:30]=5)=[CH:21][C:20]=4[F:33])=[C:14]([CH2:34][CH2:35][CH3:36])[N:13]4[N:37]=[CH:38][N:39]=[C:12]34)[CH2:7][CH2:6]2)OCC1.Cl.O1CCC[CH2:42]1. Product: [F:33][C:20]1[CH:21]=[C:22]([C:25]2[C:26]([C:31]#[N:32])=[CH:27][CH:28]=[CH:29][CH:30]=2)[CH:23]=[CH:24][C:19]=1[CH2:18][C:15]1[C:16](=[O:17])[N:11]([C@H:8]2[CH2:7][CH2:6][C@H:5]([OH:1])[CH2:10][CH2:9]2)[C:12]2[N:13]([N:37]=[C:38]([CH3:42])[N:39]=2)[C:14]=1[CH2:34][CH2:35][CH3:36]. The catalyst class is: 13. (8) Reactant: Br[CH:2]([CH3:26])[C:3]([C:5]1[CH:25]=[CH:24][C:8]([O:9][CH2:10][CH2:11][CH2:12][CH2:13][CH2:14][O:15][C:16]2[CH:23]=[CH:22][C:19]([C:20]#[N:21])=[CH:18][CH:17]=2)=[CH:7][CH:6]=1)=O.C(O)C.[C:30]([NH2:33])(=[S:32])[CH3:31]. Product: [CH3:31][C:30]1[S:32][C:2]([CH3:26])=[C:3]([C:5]2[CH:25]=[CH:24][C:8]([O:9][CH2:10][CH2:11][CH2:12][CH2:13][CH2:14][O:15][C:16]3[CH:23]=[CH:22][C:19]([C:20]#[N:21])=[CH:18][CH:17]=3)=[CH:7][CH:6]=2)[N:33]=1. The catalyst class is: 13. (9) Reactant: [CH3:1][N:2]1[CH:6]=[C:5]([C:7]([N:9]([CH:27]2[CH2:32][CH2:31][O:30][CH2:29][CH2:28]2)[C@H:10]([C:23](OC)=[O:24])[CH2:11][C:12]2[CH:17]=[CH:16][CH:15]=[C:14]([O:18][C:19]([F:22])([F:21])[F:20])[CH:13]=2)=[O:8])[N:4]=[CH:3]1.[BH4-].[Na+].Cl.O. Product: [OH:24][CH2:23][CH:10]([N:9]([CH:27]1[CH2:32][CH2:31][O:30][CH2:29][CH2:28]1)[C:7]([C:5]1[N:4]=[CH:3][N:2]([CH3:1])[CH:6]=1)=[O:8])[CH2:11][C:12]1[CH:17]=[CH:16][CH:15]=[C:14]([O:18][C:19]([F:22])([F:21])[F:20])[CH:13]=1. The catalyst class is: 8.